From a dataset of Catalyst prediction with 721,799 reactions and 888 catalyst types from USPTO. Predict which catalyst facilitates the given reaction. (1) Reactant: Br[C:2]1[C:3]([CH3:9])=[N:4][C:5]([CH3:8])=[CH:6][CH:7]=1.C([Li])CCC.C(O[B:19]1[O:23][C:22]([CH3:25])([CH3:24])[C:21]([CH3:27])([CH3:26])[O:20]1)(C)C. Product: [CH3:9][C:3]1[C:2]([B:19]2[O:23][C:22]([CH3:25])([CH3:24])[C:21]([CH3:27])([CH3:26])[O:20]2)=[CH:7][CH:6]=[C:5]([CH3:8])[N:4]=1. The catalyst class is: 28. (2) Reactant: [NH2:1][C:2]1[CH:7]=[CH:6][C:5]([N+:8]([O-])=O)=[CH:4][C:3]=1[NH:11][C:12](=[O:17])[C:13]([CH3:16])([CH3:15])[CH3:14]. Product: [NH2:1][C:2]1[CH:7]=[CH:6][C:5]([NH2:8])=[CH:4][C:3]=1[NH:11][C:12](=[O:17])[C:13]([CH3:15])([CH3:14])[CH3:16]. The catalyst class is: 99. (3) Reactant: [CH2:1]([O:8][C:9]1[CH:14]=[CH:13][N:12]=[CH:11][C:10]=1[N+:15]([O-])=O)[C:2]1[CH:7]=[CH:6][CH:5]=[CH:4][CH:3]=1.[H][H]. Product: [CH2:1]([O:8][C:9]1[CH:14]=[CH:13][N:12]=[CH:11][C:10]=1[NH2:15])[C:2]1[CH:3]=[CH:4][CH:5]=[CH:6][CH:7]=1. The catalyst class is: 446. (4) Reactant: [P:1]([O:38]C(C)(C)C)([O:33]C(C)(C)C)([O:3][CH2:4][CH:5]1[O:9][N:8]=[C:7]([C:10]2[CH:15]=[CH:14][C:13]([C:16]3[CH:21]=[CH:20][C:19]([N:22]4[CH2:26][C@H:25]([CH2:27][NH:28][C:29](=[O:31])[CH3:30])[O:24][C:23]4=[O:32])=[CH:18][CH:17]=3)=[CH:12][CH:11]=2)[CH2:6]1)=[O:2].FC(F)(F)C(O)=O. Product: [P:1]([OH:33])([OH:38])([O:3][CH2:4][CH:5]1[O:9][N:8]=[C:7]([C:10]2[CH:11]=[CH:12][C:13]([C:16]3[CH:17]=[CH:18][C:19]([N:22]4[CH2:26][C@H:25]([CH2:27][NH:28][C:29](=[O:31])[CH3:30])[O:24][C:23]4=[O:32])=[CH:20][CH:21]=3)=[CH:14][CH:15]=2)[CH2:6]1)=[O:2]. The catalyst class is: 4.